Dataset: Peptide-MHC class I binding affinity with 185,985 pairs from IEDB/IMGT. Task: Regression. Given a peptide amino acid sequence and an MHC pseudo amino acid sequence, predict their binding affinity value. This is MHC class I binding data. (1) The peptide sequence is FADSDNIAM. The MHC is HLA-B15:01 with pseudo-sequence HLA-B15:01. The binding affinity (normalized) is 0.0847. (2) The peptide sequence is KMVGTVQRV. The MHC is HLA-A02:03 with pseudo-sequence HLA-A02:03. The binding affinity (normalized) is 0.936. (3) The peptide sequence is IRQAGVQY. The MHC is HLA-A68:02 with pseudo-sequence HLA-A68:02. The binding affinity (normalized) is 0. (4) The MHC is HLA-A11:01 with pseudo-sequence HLA-A11:01. The binding affinity (normalized) is 0.0847. The peptide sequence is VLSLIGLKR.